This data is from Full USPTO retrosynthesis dataset with 1.9M reactions from patents (1976-2016). The task is: Predict the reactants needed to synthesize the given product. Given the product [Br:39][C:9]1[N:8]([CH2:7][C:6]([O:5][C:1]([CH3:4])([CH3:3])[CH3:2])=[O:31])[C:12]2=[N:13][CH:14]=[C:15]([C:17]([O:19][CH3:20])=[O:18])[CH:16]=[C:11]2[C:10]=1[CH:21]1[CH2:26][CH2:25][CH2:24][CH2:23][CH2:22]1, predict the reactants needed to synthesize it. The reactants are: [C:1]([O:5][C:6](=[O:31])[CH2:7][N:8]1[C:12]2=[N:13][CH:14]=[C:15]([C:17]([O:19][CH3:20])=[O:18])[CH:16]=[C:11]2[C:10]([CH:21]2[CH2:26][CH2:25][CH2:24][CH2:23][CH2:22]2)=[C:9]1[Si](C)(C)C)([CH3:4])([CH3:3])[CH3:2].C1C(=O)N([Br:39])C(=O)C1.